Dataset: Acute oral toxicity (LD50) regression data from Zhu et al.. Task: Regression/Classification. Given a drug SMILES string, predict its toxicity properties. Task type varies by dataset: regression for continuous values (e.g., LD50, hERG inhibition percentage) or binary classification for toxic/non-toxic outcomes (e.g., AMES mutagenicity, cardiotoxicity, hepatotoxicity). Dataset: ld50_zhu. (1) The compound is COc1c(OP(=S)(OC)OCC(C)C)cnn(C)c1=O. The rat oral LD50 is 4.41, given as -log10 of the dose in mol/kg body weight (higher means more acutely toxic). (2) The molecule is c1ccc(N2CCNCC2)cc1. The rat oral LD50 is 2.89, given as -log10 of the dose in mol/kg body weight (higher means more acutely toxic). (3) The molecule is CCOC(=O)Cc1ccc(-c2ccccc2)cc1. The rat oral LD50 is 2.79, given as -log10 of the dose in mol/kg body weight (higher means more acutely toxic). (4) The molecule is C=C(C)C(=O)Nc1ccc(O)cc1. The rat oral LD50 is 2.20, given as -log10 of the dose in mol/kg body weight (higher means more acutely toxic).